From a dataset of Full USPTO retrosynthesis dataset with 1.9M reactions from patents (1976-2016). Predict the reactants needed to synthesize the given product. (1) Given the product [CH2:16]([O:22][C:23]1[CH:24]=[C:25]([CH:38]=[CH:39][CH:40]=1)[CH2:26][NH:27][C:28]1[C:37]2[C:32](=[CH:33][CH:34]=[CH:35][CH:36]=2)[N:31]=[CH:30][CH:29]=1)[CH2:17][CH2:18][CH2:19][CH2:20][CH3:21], predict the reactants needed to synthesize it. The reactants are: C(OC1C=C(CN)C=CC=1)CCCCC.[CH2:16]([O:22][C:23]1[CH:24]=[C:25]([CH:38]=[CH:39][CH:40]=1)[CH2:26][NH:27][C:28]1[C:37]2[C:32](=[CH:33][CH:34]=[CH:35][CH:36]=2)[N:31]=[CH:30][CH:29]=1)[CH2:17][CH2:18][CH2:19][CH2:20][CH3:21].C(N(CCC)CCC)CC.ClC1C2C(=CC=CC=2)N=CC=1.CO.C(Cl)Cl. (2) The reactants are: [Br:1][C:2]1[CH:3]=[CH:4][C:5]([C:8]2[CH2:12][CH:11]([CH2:13]O)[O:10][N:9]=2)=[N:6][CH:7]=1.C1(P(C2C=CC=CC=2)C2C=CC=CC=2)C=CC=CC=1.C(Cl)(Cl)(Cl)[Cl:35]. Given the product [Br:1][C:2]1[CH:3]=[CH:4][C:5]([C:8]2[CH2:12][CH:11]([CH2:13][Cl:35])[O:10][N:9]=2)=[N:6][CH:7]=1, predict the reactants needed to synthesize it.